From a dataset of Oral bioavailability binary classification data from Ma et al.. Regression/Classification. Given a drug SMILES string, predict its absorption, distribution, metabolism, or excretion properties. Task type varies by dataset: regression for continuous measurements (e.g., permeability, clearance, half-life) or binary classification for categorical outcomes (e.g., BBB penetration, CYP inhibition). Dataset: bioavailability_ma. (1) The compound is CN(C)CCc1c[nH]c2ccc(CS(=O)(=O)N3CCCC3)cc12. The result is 1 (high bioavailability). (2) The result is 1 (high bioavailability). The molecule is CCC1(c2ccccc2)C(=O)NCNC1=O. (3) The result is 1 (high bioavailability). The molecule is C=C1C[C@@H]2[C@H](CC[C@]3(C)C(=O)CC[C@@H]23)[C@@]2(C)C=CC(=O)C=C12. (4) The molecule is O=C(O)CCC(=O)c1ccc(-c2ccccc2)cc1. The result is 1 (high bioavailability). (5) The drug is CC1(C)S[C@@H]2[C@H](NC(=O)[C@H](N)c3ccc(O)cc3)C(=O)N2[C@H]1C(=O)O. The result is 1 (high bioavailability). (6) The drug is CCP(CC)(CC)=[Au]S[C@@H]1O[C@H](COC(C)=O)[C@@H](OC(C)=O)[C@H](OC(C)=O)[C@H]1OC(C)=O. The result is 0 (low bioavailability). (7) The molecule is c1ccc([C@H]2CN3CCSC3=N2)cc1. The result is 1 (high bioavailability).